This data is from Reaction yield outcomes from USPTO patents with 853,638 reactions. The task is: Predict the reaction yield, written as a fraction of the theoretical maximum amount of product (1.0 means a 100% yield; for example, 0.34 means a 34% yield). (1) The reactants are N[C:2]1[CH2:3][C:4]([C:20]([O:22][CH2:23][CH3:24])=[O:21])=[CH:5][C:6]2[CH:12]=[CH:11][C:10]([C:13]([F:19])([F:18])[C:14]([F:17])([F:16])[F:15])=[CH:9][C:7]=2[N:8]=1.[CH3:25][C:26]([O:29][C:30](O[C:30]([O:29][C:26]([CH3:28])([CH3:27])[CH3:25])=[O:31])=[O:31])([CH3:28])[CH3:27]. The catalyst is C(Cl)Cl. The product is [C:26]([O:29][C:30]([C:2]1[CH2:3][C:4]([C:20]([O:22][CH2:23][CH3:24])=[O:21])=[CH:5][C:6]2[CH:12]=[CH:11][C:10]([C:13]([F:18])([F:19])[C:14]([F:16])([F:17])[F:15])=[CH:9][C:7]=2[N:8]=1)=[O:31])([CH3:28])([CH3:27])[CH3:25]. The yield is 0.660. (2) The product is [CH2:1]([O:8][N:9]1[C:15](=[O:16])[N:14]2[CH2:17][C@@H:10]1[CH2:11][CH2:12][C@@H:13]2[C:18]([NH:27][NH:26][C:24](=[O:25])[CH2:23][C:22]([F:29])([F:28])[F:21])=[O:20])[C:2]1[CH:3]=[CH:4][CH:5]=[CH:6][CH:7]=1. The reactants are [CH2:1]([O:8][N:9]1[C:15](=[O:16])[N:14]2[CH2:17][C@H:10]1[CH2:11][CH2:12][C@H:13]2[C:18]([OH:20])=O)[C:2]1[CH:7]=[CH:6][CH:5]=[CH:4][CH:3]=1.[F:21][C:22]([F:29])([F:28])[CH2:23][C:24]([NH:26][NH2:27])=[O:25].ON1C2C=CC=CC=2N=N1.Cl.C(N=C=NCCCN(C)C)C. The catalyst is C(Cl)Cl.CN(C)C1C=CN=CC=1. The yield is 0.720. (3) The reactants are Cl.[N:2]1[CH:7]=[CH:6][CH:5]=[CH:4][C:3]=1[C:8]1[C:9]2[CH2:17][CH2:16][NH:15][CH2:14][C:10]=2[N:11]=[CH:12][N:13]=1.[CH3:18][O:19][C:20]1[CH:25]=[N:24][C:23]([N:26]2[CH:30]=[N:29][C:28]([CH3:31])=[N:27]2)=[C:22]2[NH:32][CH:33]=[C:34]([C:35](=[O:39])[C:36](O)=[O:37])[C:21]=12.CN1CCOCC1.CN(C(ON1N=NC2C=CC=CC1=2)=[N+](C)C)C.[B-](F)(F)(F)F. The catalyst is CN(C=O)C. The product is [CH3:18][O:19][C:20]1[CH:25]=[N:24][C:23]([N:26]2[CH:30]=[N:29][C:28]([CH3:31])=[N:27]2)=[C:22]2[NH:32][CH:33]=[C:34]([C:35](=[O:39])[C:36]([N:15]3[CH2:16][CH2:17][C:9]4[C:8]([C:3]5[CH:4]=[CH:5][CH:6]=[CH:7][N:2]=5)=[N:13][CH:12]=[N:11][C:10]=4[CH2:14]3)=[O:37])[C:21]=12. The yield is 0.490. (4) The reactants are [CH:1]1([C:7]2[N:12]=[CH:11][N:10]=[C:9]([C:13]3[C:17]4[C:18]([NH:22][CH:23]([CH3:25])[CH3:24])=[N:19][CH:20]=[CH:21][C:16]=4[NH:15][N:14]=3)[CH:8]=2)CC[CH2:4][CH2:3][CH2:2]1.ClC1N=CN=C(C2C3C(NC(C)C)=NC=CC=3N(CC3C=CC([O:53]C)=CC=3)N=2)C=1.O1CCC=C1B1OC(C)(C)C(C)(C)O1. No catalyst specified. The product is [CH:23]([NH:22][C:18]1[C:17]2[C:13]([C:9]3[CH:8]=[C:7]([CH:1]4[CH2:2][CH2:3][CH2:4][O:53]4)[N:12]=[CH:11][N:10]=3)=[N:14][NH:15][C:16]=2[CH:21]=[CH:20][N:19]=1)([CH3:25])[CH3:24]. The yield is 0.0260.